This data is from Reaction yield outcomes from USPTO patents with 853,638 reactions. The task is: Predict the reaction yield, written as a fraction of the theoretical maximum amount of product (1.0 means a 100% yield; for example, 0.34 means a 34% yield). (1) The reactants are [Cl:1][C:2]1[CH:7]=[CH:6][CH:5]=[CH:4][C:3]=1[C:8]1[N:9]([C:24]2[CH:29]=[CH:28][C:27]([Cl:30])=[CH:26][CH:25]=2)[C:10]2[C:15]([N:16]=1)=[C:14]([N:17]1[CH2:22][CH2:21][CH:20]([NH2:23])[CH2:19][CH2:18]1)[N:13]=[CH:12][N:11]=2.[S:31](N)([NH2:34])(=[O:33])=[O:32]. The catalyst is O1CCOCC1. The product is [Cl:1][C:2]1[CH:7]=[CH:6][CH:5]=[CH:4][C:3]=1[C:8]1[N:9]([C:24]2[CH:25]=[CH:26][C:27]([Cl:30])=[CH:28][CH:29]=2)[C:10]2[C:15]([N:16]=1)=[C:14]([N:17]1[CH2:22][CH2:21][CH:20]([NH:23][NH:34][SH:31](=[O:33])=[O:32])[CH2:19][CH2:18]1)[N:13]=[CH:12][N:11]=2. The yield is 0.790. (2) The reactants are [F:1][C:2]1[CH:7]=[CH:6][C:5]([Mg]Br)=[CH:4][CH:3]=1.[C:10]1(=O)[CH2:14][CH2:13][CH2:12][CH2:11]1.Cl. The catalyst is C1COCC1. The product is [C:10]1([C:5]2[CH:6]=[CH:7][C:2]([F:1])=[CH:3][CH:4]=2)[CH2:14][CH2:13][CH2:12][CH:11]=1. The yield is 1.00.